This data is from Catalyst prediction with 721,799 reactions and 888 catalyst types from USPTO. The task is: Predict which catalyst facilitates the given reaction. (1) Reactant: [Cl:1][C:2]1[CH:3]=[C:4]([C:10]2([C:26]([F:29])([F:28])[F:27])[O:14][N:13]=[C:12]([C:15]3[S:19][C:18]([C:20](O)=[O:21])=[C:17]4[CH2:23][CH2:24][CH2:25][C:16]=34)[CH2:11]2)[CH:5]=[C:6]([Cl:9])[C:7]=1[F:8].C(N(CC)C(C)C)(C)C.Cl.[NH2:40][CH2:41][C:42]([NH:44][CH2:45][CH:46]([F:48])[F:47])=[O:43].CN(C(ON1N=NC2C=CC=NC1=2)=[N+](C)C)C.F[P-](F)(F)(F)(F)F. Product: [F:47][CH:46]([F:48])[CH2:45][NH:44][C:42]([CH2:41][NH:40][C:20]([C:18]1[S:19][C:15]([C:12]2[CH2:11][C:10]([C:4]3[CH:5]=[C:6]([Cl:9])[C:7]([F:8])=[C:2]([Cl:1])[CH:3]=3)([C:26]([F:29])([F:27])[F:28])[O:14][N:13]=2)=[C:16]2[CH2:25][CH2:24][CH2:23][C:17]=12)=[O:21])=[O:43]. The catalyst class is: 10. (2) Reactant: [CH:1]1([N:4]([CH:31]2[CH2:33][CH2:32]2)[C:5]([C:7]2[N:28]([CH2:29][CH3:30])[C:10]3=[N:11][C:12]([NH:19][C:20]4[S:21][CH:22]=[C:23]([C:25]([OH:27])=O)[N:24]=4)=[C:13]4[N:17]=[CH:16][N:15]([CH3:18])[C:14]4=[C:9]3[CH:8]=2)=[O:6])[CH2:3][CH2:2]1.[CH3:34][N:35](C(ON1N=NC2C=CC=NC1=2)=[N+](C)C)[CH3:36].F[P-](F)(F)(F)(F)F.CCN(C(C)C)C(C)C.CNC. Product: [CH:1]1([N:4]([CH:31]2[CH2:32][CH2:33]2)[C:5]([C:7]2[N:28]([CH2:29][CH3:30])[C:10]3=[N:11][C:12]([NH:19][C:20]4[S:21][CH:22]=[C:23]([C:25]([N:35]([CH3:36])[CH3:34])=[O:27])[N:24]=4)=[C:13]4[N:17]=[CH:16][N:15]([CH3:18])[C:14]4=[C:9]3[CH:8]=2)=[O:6])[CH2:3][CH2:2]1. The catalyst class is: 3. (3) Reactant: [Cl:1][C:2]1[CH:3]=[C:4]([NH:9][C:10]2[C:19]3[C:14](=[CH:15][C:16]([O:39][CH3:40])=[C:17]([O:20][CH2:21][CH2:22][CH2:23][N:24]4[CH2:28][CH2:27][CH:26]5[CH2:29][N:30](C(OC(C)(C)C)=O)[CH2:31][CH:25]45)[CH:18]=3)[N:13]=[CH:12][N:11]=2)[CH:5]=[CH:6][C:7]=1[F:8].Cl. Product: [Cl:1][C:2]1[CH:3]=[C:4]([NH:9][C:10]2[C:19]3[C:14](=[CH:15][C:16]([O:39][CH3:40])=[C:17]([O:20][CH2:21][CH2:22][CH2:23][N:24]4[CH2:28][CH2:27][CH:26]5[CH2:29][NH:30][CH2:31][CH:25]45)[CH:18]=3)[N:13]=[CH:12][N:11]=2)[CH:5]=[CH:6][C:7]=1[F:8]. The catalyst class is: 25. (4) Reactant: [Br:1]Br.[N+:3]([C:6]1[CH:11]=[CH:10][N:9]=[C:8]2[N:12]([CH2:15][O:16][CH2:17][CH2:18][Si:19]([CH3:22])([CH3:21])[CH3:20])[CH:13]=[CH:14][C:7]=12)([O-:5])=[O:4]. Product: [Br:1][C:14]1[C:7]2[C:8](=[N:9][CH:10]=[CH:11][C:6]=2[N+:3]([O-:5])=[O:4])[N:12]([CH2:15][O:16][CH2:17][CH2:18][Si:19]([CH3:22])([CH3:21])[CH3:20])[CH:13]=1. The catalyst class is: 4. (5) Product: [Br:13][C:14]1[CH:15]=[CH:16][C:17]([CH:20]([CH2:25][CH:26]2[CH2:30][CH2:29][CH2:28][CH2:27]2)[C:21]([OH:23])=[O:22])=[CH:18][CH:19]=1. The catalyst class is: 544. Reactant: C(NC(C)C)(C)C.C([Li])CCC.[Br:13][C:14]1[CH:19]=[CH:18][C:17]([CH2:20][C:21]([OH:23])=[O:22])=[CH:16][CH:15]=1.I[CH2:25][CH:26]1[CH2:30][CH2:29][CH2:28][CH2:27]1. (6) Reactant: CN(C)[C:3](=O)[CH3:4].O[C:8]1[C:21]2[C:20](=[O:22])[C:19]3[C:14](=[CH:15][CH:16]=[CH:17][CH:18]=3)[C:13](=[O:23])[C:12]=2[CH:11]=[CH:10][C:9]=1[OH:24].[C:25]([O-:28])([O-])=O.[K+].[K+].[CH2:31](Br)[CH2:32][CH2:33][CH2:34][CH2:35][CH2:36][CH2:37][CH3:38]. Product: [CH2:31]([O:24][C:9]1[C:8]2[C:13](=[O:23])[C:14]3[C:19](=[CH:18][CH:17]=[CH:16][CH:15]=3)[C:20](=[O:22])[C:21]=2[CH:12]=[CH:11][C:10]=1[O:28][CH2:25][CH2:10][CH2:9][CH2:8][CH2:21][CH2:12][CH2:3][CH3:4])[CH2:32][CH2:33][CH2:34][CH2:35][CH2:36][CH2:37][CH3:38]. The catalyst class is: 2. (7) Reactant: CO[CH:3]([O:13]C)[CH2:4][NH:5][CH2:6][CH2:7][N:8]([CH2:11][CH3:12])[CH2:9][CH3:10].C(N([CH:21]([CH3:23])C)C(C)C)C.C([CH:26]([CH2:30][C:31](Cl)=[O:32])[C:27](Cl)=[O:28])C.FC(F)(F)C(O)=[O:37]. Product: [CH2:11]([N:8]([CH2:9][CH3:10])[CH2:7][CH2:6][N:5]([CH2:4][CH:3]=[O:13])[C:31](=[O:32])[CH2:30][CH2:26][C:27]([O:28][CH2:21][CH3:23])=[O:37])[CH3:12]. The catalyst class is: 2.